Task: Predict the reactants needed to synthesize the given product.. Dataset: Full USPTO retrosynthesis dataset with 1.9M reactions from patents (1976-2016) (1) Given the product [Cl:1][C:2]1[N:7]=[CH:6][C:5]([CH2:8][NH:9][C:10]([C:12]2([C:18]#[N:19])[CH2:13][CH2:14][N:15]([C:21]3[C:22]4[CH:29]=[CH:28][NH:27][C:23]=4[N:24]=[CH:25][N:26]=3)[CH2:16][CH2:17]2)=[O:11])=[CH:4][CH:3]=1, predict the reactants needed to synthesize it. The reactants are: [Cl:1][C:2]1[N:7]=[CH:6][C:5]([CH2:8][NH:9][C:10]([C:12]2([C:18]#[N:19])[CH2:17][CH2:16][NH:15][CH2:14][CH2:13]2)=[O:11])=[CH:4][CH:3]=1.Cl[C:21]1[C:22]2[CH:29]=[CH:28][NH:27][C:23]=2[N:24]=[CH:25][N:26]=1.C(N(CC)CC)C. (2) Given the product [CH3:2][CH:3]([O:4][C:7]([CH3:6])=[O:8])[CH2:5][O:12][CH3:11].[Ti:18], predict the reactants needed to synthesize it. The reactants are: O.[CH3:2][CH:3]([CH3:5])[O-:4].[CH3:6][CH:7](C)[O-:8].C[CH:11](C)[O-:12].CC(C)[O-].[Ti+4:18].CC(O)(CC(O)C)C. (3) Given the product [C:1]1([NH:36][C:41]([NH:11][C:12]2[CH:17]=[CH:16][CH:15]=[C:14]([C:18]#[C:19][C:20]3[CH:21]=[N:22][C:23]([NH:26][CH2:27][CH2:28][CH2:29][N:30]4[CH2:31][CH2:32][CH2:33][CH2:34][CH2:35]4)=[N:24][CH:25]=3)[CH:13]=2)=[O:45])[CH:2]=[CH:3][CH:4]=[CH:5][CH:6]=1, predict the reactants needed to synthesize it. The reactants are: [C:1]1(OC(Cl)=O)[CH:6]=[CH:5][CH:4]=[CH:3][CH:2]=1.[NH2:11][C:12]1[CH:13]=[C:14]([C:18]#[C:19][C:20]2[CH:21]=[N:22][C:23]([NH:26][CH2:27][CH2:28][CH2:29][N:30]3[CH2:35][CH2:34][CH2:33][CH2:32][CH2:31]3)=[N:24][CH:25]=2)[CH:15]=[CH:16][CH:17]=1.[N:36]1[CH:41]=CC=CC=1.C1C[O:45]CC1. (4) The reactants are: [F:1][C:2]1[CH:11]=[C:10]2[C:5]([CH:6]=[CH:7][C:8](=[O:12])[NH:9]2)=[CH:4][CH:3]=1.[H-].[Na+].[CH2:15](I)[CH:16]=[CH2:17].O. Given the product [F:1][C:2]1[CH:11]=[C:10]2[C:5]([CH:6]=[CH:7][C:8](=[O:12])[N:9]2[CH2:17][CH:16]=[CH2:15])=[CH:4][CH:3]=1, predict the reactants needed to synthesize it. (5) Given the product [C:1]([O:5][C:6]([N:8]1[CH2:13][CH2:12][N:11]([CH:14]([C:27]2[CH:32]=[CH:31][CH:30]=[CH:29][C:28]=2[Cl:33])[CH2:15][NH2:16])[CH2:10][CH2:9]1)=[O:7])([CH3:4])([CH3:2])[CH3:3], predict the reactants needed to synthesize it. The reactants are: [C:1]([O:5][C:6]([N:8]1[CH2:13][CH2:12][N:11]([CH:14]([C:27]2[CH:32]=[CH:31][CH:30]=[CH:29][C:28]=2[Cl:33])[CH2:15][N:16]2C(=O)C3C(=CC=CC=3)C2=O)[CH2:10][CH2:9]1)=[O:7])([CH3:4])([CH3:3])[CH3:2].NN. (6) The reactants are: Br[C:2]1[CH:11]=[CH:10][C:9]2[C:4](=[CH:5][CH:6]=[CH:7][CH:8]=2)[CH:3]=1.C([Li])CCC.C[O:18][C:19]1[CH2:23][CH2:22][C:21](=O)[CH:20]=1. Given the product [CH:3]1[C:4]2[C:9](=[CH:8][CH:7]=[CH:6][CH:5]=2)[CH:10]=[CH:11][C:2]=1[C:21]1[CH2:22][CH2:23][C:19](=[O:18])[CH:20]=1, predict the reactants needed to synthesize it. (7) Given the product [ClH:27].[CH:1]1([N:6]2[CH2:7][CH2:8][CH:9]([CH2:12][CH2:13][CH2:14][C:15]3[N:16]=[C:25]([C:24]4[CH:28]=[CH:29][C:21]([O:20][CH3:19])=[CH:22][CH:23]=4)[O:18][N:17]=3)[CH2:10][CH2:11]2)[CH2:2][CH2:3][CH2:4][CH2:5]1, predict the reactants needed to synthesize it. The reactants are: [CH:1]1([N:6]2[CH2:11][CH2:10][CH:9]([CH2:12][CH2:13][CH2:14][C:15]([NH:17][OH:18])=[NH:16])[CH2:8][CH2:7]2)[CH2:5][CH2:4][CH2:3][CH2:2]1.[CH3:19][O:20][C:21]1[CH:29]=[CH:28][C:24]([C:25]([Cl:27])=O)=[CH:23][CH:22]=1. (8) Given the product [Cl:1][C:2]1[C:6]([Cl:7])=[C:5]([CH3:8])[NH:4][C:3]=1[C:9]([NH:11][CH:12]1[CH2:13][CH2:14][N:15]([C:18]2[N:23]=[C:22]([N:24]3[CH2:25][CH2:26][N:27]([CH3:30])[CH2:28][CH2:29]3)[N:21]=[C:20]([C:31]([OH:33])=[O:32])[CH:19]=2)[CH2:16][CH2:17]1)=[O:10], predict the reactants needed to synthesize it. The reactants are: [Cl:1][C:2]1[C:6]([Cl:7])=[C:5]([CH3:8])[NH:4][C:3]=1[C:9]([NH:11][CH:12]1[CH2:17][CH2:16][N:15]([C:18]2[N:23]=[C:22]([N:24]3[CH2:29][CH2:28][N:27]([CH3:30])[CH2:26][CH2:25]3)[N:21]=[C:20]([C:31]([O:33]C)=[O:32])[CH:19]=2)[CH2:14][CH2:13]1)=[O:10].[OH-].[Li+]. (9) Given the product [Cl:20][C:8]1[C:7]([CH3:11])=[C:6]([O:12][CH2:13][C:14]([O:16][CH3:17])=[O:15])[N:5]=[C:4]([CH:1]2[CH2:3][CH2:2]2)[N:9]=1, predict the reactants needed to synthesize it. The reactants are: [CH:1]1([C:4]2[N:9]=[C:8](O)[C:7]([CH3:11])=[C:6]([O:12][CH2:13][C:14]([O:16][CH3:17])=[O:15])[N:5]=2)[CH2:3][CH2:2]1.P(Cl)(Cl)([Cl:20])=O. (10) Given the product [Br:1][C:2]1[CH:3]=[CH:4][CH:5]=[C:6]2[C:15]=1[S:14][C:13]1[CH:12]=[CH:11][C:10]([NH2:16])=[CH:9][C:8]=1[S:7]2, predict the reactants needed to synthesize it. The reactants are: [Br:1][C:2]1[C:15]2[S:14][C:13]3[C:8](=[CH:9][C:10]([N+:16]([O-])=O)=[CH:11][CH:12]=3)[S:7][C:6]=2[CH:5]=[CH:4][CH:3]=1.[Cl-].[NH4+].O1CCCC1.C(O)C.